The task is: Predict the reactants needed to synthesize the given product.. This data is from Full USPTO retrosynthesis dataset with 1.9M reactions from patents (1976-2016). (1) Given the product [F:3][C:4]1[CH:5]=[C:6]([C@@H:11]2[CH2:15][N:14]([C:16]3[CH:17]=[N:18][N:19]([CH2:21][C:22]4[CH:27]=[CH:26][C:25]([O:28][CH3:29])=[CH:24][CH:23]=4)[CH:20]=3)[CH2:13][C@H:12]2[NH:30][C:50]([NH:49][C:46]2[N:45]([C:59]3[CH:64]=[CH:63][CH:62]=[CH:61][CH:60]=3)[N:44]=[C:43]([O:42][CH2:40][CH3:41])[C:47]=2[CH3:48])=[O:51])[CH:7]=[CH:8][C:9]=1[F:10], predict the reactants needed to synthesize it. The reactants are: Cl.Cl.[F:3][C:4]1[CH:5]=[C:6]([C@@H:11]2[CH2:15][N:14]([C:16]3[CH:17]=[N:18][N:19]([CH2:21][C:22]4[CH:27]=[CH:26][C:25]([O:28][CH3:29])=[CH:24][CH:23]=4)[CH:20]=3)[CH2:13][C@H:12]2[NH2:30])[CH:7]=[CH:8][C:9]=1[F:10].CCN(C(C)C)C(C)C.[CH2:40]([O:42][C:43]1[C:47]([CH3:48])=[C:46]([NH:49][C:50](=O)[O:51]C2C=CC=CC=2)[N:45]([C:59]2[CH:64]=[CH:63][CH:62]=[CH:61][CH:60]=2)[N:44]=1)[CH3:41]. (2) The reactants are: CC1(C)C(C)(C)OB([C:9]2[CH:10]=[CH:11][C:12]([C:15]3[CH2:19][CH:18]([CH2:20][OH:21])[O:17][N:16]=3)=[N:13][CH:14]=2)O1.Br[C:24]1[CH:32]=[CH:31][C:30]2[N:29]3[C:33](=[O:41])[O:34][C@@H:35]([CH2:36][NH:37][C:38](=[O:40])[CH3:39])[C@@H:28]3[CH2:27][C:26]=2[CH:25]=1.C([O-])([O-])=O.[K+].[K+]. Given the product [OH:21][CH2:20][CH:18]1[O:17][N:16]=[C:15]([C:12]2[N:13]=[CH:14][C:9]([C:24]3[CH:32]=[CH:31][C:30]4[N:29]5[C:33](=[O:41])[O:34][C@@H:35]([CH2:36][NH:37][C:38](=[O:40])[CH3:39])[C@@H:28]5[CH2:27][C:26]=4[CH:25]=3)=[CH:10][CH:11]=2)[CH2:19]1, predict the reactants needed to synthesize it. (3) Given the product [Cl:8][C:45]1[CH:20]=[C:19]([NH:18][C:17]2[O:39][C:38]([C:36]3[CH:35]=[CH:34][C:32]4[N:33]=[C:29]([C:23]5[C:24]([Cl:28])=[CH:25][CH:26]=[CH:27][C:22]=5[Cl:21])[NH:30][C:31]=4[CH:37]=3)=[N:40][N:41]=2)[CH:42]=[CH:43][N:44]=1, predict the reactants needed to synthesize it. The reactants are: NC1C=CN=CC=1[Cl:8].[N:18]1(C(N2[CH:20]=[CH:19][N:18]=[CH:17]2)=S)[CH:19]=[CH:20]N=[CH:17]1.[Cl:21][C:22]1[CH:27]=[CH:26][CH:25]=[C:24]([Cl:28])[C:23]=1[C:29]1[NH:30][C:31]2[CH:37]=[C:36]([C:38]([NH:40][NH2:41])=[O:39])[CH:35]=[CH:34][C:32]=2[N:33]=1.[CH3:42][CH2:43][N:44]=[C:45]=NCCCN(C)C. (4) Given the product [OH:26][C@H:23]1[CH2:24][CH2:25][C@H:20]([N:10]([C:11]([C@H:13]2[CH2:14][CH2:15][C@H:16]([CH3:19])[CH2:17][CH2:18]2)=[O:12])[C:9]2[CH:8]=[C:7]([C:27]3[CH2:32][CH2:31][CH:30]([O:33][C:34]4[CH:39]=[CH:38][CH:37]=[CH:36][CH:35]=4)[CH2:29][CH:28]=3)[S:6][C:5]=2[C:3]([OH:4])=[O:2])[CH2:21][CH2:22]1, predict the reactants needed to synthesize it. The reactants are: C[O:2][C:3]([C:5]1[S:6][C:7]([C:27]2[CH2:32][CH2:31][CH:30]([O:33][C:34]3[CH:39]=[CH:38][CH:37]=[CH:36][CH:35]=3)[CH2:29][CH:28]=2)=[CH:8][C:9]=1[N:10]([C@H:20]1[CH2:25][CH2:24][C@H:23]([OH:26])[CH2:22][CH2:21]1)[C:11]([C@H:13]1[CH2:18][CH2:17][C@H:16]([CH3:19])[CH2:15][CH2:14]1)=[O:12])=[O:4].[Li+].[OH-].O. (5) Given the product [Cl:1][C:2]1[CH:3]=[CH:4][C:5]2[N:11]3[C:12]([C:15]([F:18])([F:17])[F:16])=[N:13][N:14]=[C:10]3[C@@H:9]([CH2:19][C:20]([OH:22])=[O:21])[S:8][C@H:7]([C:26]3[CH:31]=[CH:30][CH:29]=[C:28]([O:32][CH3:33])[CH:27]=3)[C:6]=2[CH:34]=1, predict the reactants needed to synthesize it. The reactants are: [Cl:1][C:2]1[CH:3]=[CH:4][C:5]2[N:11]3[C:12]([C:15]([F:18])([F:17])[F:16])=[N:13][N:14]=[C:10]3[C@@H:9]([CH2:19][C:20]([O:22]C(C)C)=[O:21])[S:8][C@H:7]([C:26]3[CH:31]=[CH:30][CH:29]=[C:28]([O:32][CH3:33])[CH:27]=3)[C:6]=2[CH:34]=1.Cl. (6) Given the product [NH2:8][C:7]1[C:6]2[CH:5]=[C:4]([C:9]3[CH:10]=[CH:11][CH:12]=[CH:13][CH:14]=3)[O:3][C:2]=2[N:1]=[CH:16][N:18]=1, predict the reactants needed to synthesize it. The reactants are: [NH2:1][C:2]1[O:3][C:4]([C:9]2[CH:14]=[CH:13][CH:12]=[CH:11][CH:10]=2)=[CH:5][C:6]=1[C:7]#[N:8].O.[CH:16]([NH2:18])=O. (7) Given the product [Cl:14][C:12]1[C:13]2[N:8]([C:7]([CH:15]3[CH2:16][CH2:17][CH2:18]3)=[CH:6][C:5]=2[C:3]([NH:20][CH2:21][C:22]2([OH:30])[CH2:23][CH2:24][C:25]([F:29])([F:28])[CH2:26][CH2:27]2)=[O:4])[CH:9]=[CH:10][CH:11]=1, predict the reactants needed to synthesize it. The reactants are: CO[C:3]([C:5]1[CH:6]=[C:7]([CH:15]2[CH2:18][CH2:17][CH2:16]2)[N:8]2[C:13]=1[C:12]([Cl:14])=[CH:11][CH:10]=[CH:9]2)=[O:4].Cl.[NH2:20][CH2:21][C:22]1([OH:30])[CH2:27][CH2:26][C:25]([F:29])([F:28])[CH2:24][CH2:23]1.C(N(C(C)C)C(C)C)C.N12CCN(CC1)CC2.C[Al](C)C.